Dataset: Full USPTO retrosynthesis dataset with 1.9M reactions from patents (1976-2016). Task: Predict the reactants needed to synthesize the given product. (1) Given the product [C:1]([O:5][C:6]([NH:8][CH2:9][C@H:10]1[CH2:15][CH2:14][C@H:13]([C:16]([NH:18][C@@H:19]([CH2:23][C:24]2[CH:25]=[CH:26][C:27]([C:30]3[CH:35]=[CH:34][C:33]([C:36](=[O:41])[NH:37][CH:38]([CH3:39])[CH3:40])=[CH:32][C:31]=3[CH3:42])=[CH:28][CH:29]=2)[C:20]([NH:43][C:44]2[CH:45]=[CH:46][C:47]([C:50]3[NH:51][C:52]([CH2:55][CH2:56][C:57]([O:59][C:60]([CH3:63])([CH3:62])[CH3:61])=[O:58])=[N:53][N:54]=3)=[CH:48][CH:49]=2)=[O:21])=[O:17])[CH2:12][CH2:11]1)=[O:7])([CH3:2])([CH3:3])[CH3:4], predict the reactants needed to synthesize it. The reactants are: [C:1]([O:5][C:6]([NH:8][CH2:9][C@H:10]1[CH2:15][CH2:14][C@H:13]([C:16]([NH:18][C@@H:19]([CH2:23][C:24]2[CH:29]=[CH:28][C:27]([C:30]3[CH:35]=[CH:34][C:33]([C:36](=[O:41])[NH:37][CH:38]([CH3:40])[CH3:39])=[CH:32][C:31]=3[CH3:42])=[CH:26][CH:25]=2)[C:20](O)=[O:21])=[O:17])[CH2:12][CH2:11]1)=[O:7])([CH3:4])([CH3:3])[CH3:2].[NH2:43][C:44]1[CH:49]=[CH:48][C:47]([C:50]2[NH:51][C:52]([CH2:55][CH2:56][C:57]([O:59][C:60]([CH3:63])([CH3:62])[CH3:61])=[O:58])=[N:53][N:54]=2)=[CH:46][CH:45]=1.C(N(CC)C(C)C)(C)C.C(P1(=O)OP(=O)(CCC)OP(=O)(CCC)O1)CC. (2) Given the product [CH2:1]([N:8]1[CH2:13][CH2:12][CH:11]([N:14]([CH3:29])[C:15]([N:17]2[CH:21]=[C:20]([C:22]3[CH:23]=[C:24]([C:37]4[CH:36]=[CH:35][CH:34]=[C:33]([C:30](=[O:32])[NH2:31])[CH:38]=4)[CH:25]=[CH:26][CH:27]=3)[N:19]=[CH:18]2)=[O:16])[CH2:10][CH2:9]1)[C:2]1[CH:7]=[CH:6][CH:5]=[CH:4][CH:3]=1, predict the reactants needed to synthesize it. The reactants are: [CH2:1]([N:8]1[CH2:13][CH2:12][CH:11]([N:14]([CH3:29])[C:15]([N:17]2[CH:21]=[C:20]([C:22]3[CH:27]=[CH:26][CH:25]=[C:24](Br)[CH:23]=3)[N:19]=[CH:18]2)=[O:16])[CH2:10][CH2:9]1)[C:2]1[CH:7]=[CH:6][CH:5]=[CH:4][CH:3]=1.[C:30]([C:33]1[CH:34]=[C:35](B(O)O)[CH:36]=[CH:37][CH:38]=1)(=[O:32])[NH2:31].C(=O)([O-])[O-].[Na+].[Na+].ClCCl.CO. (3) Given the product [CH2:1]1[CH:5]2[CH:6]3[CH:10]=[CH:9][CH:8]([CH:4]2[CH:3]=[CH:2]1)[CH2:7]3.[CH2:11]=[CH:12][C:13]1[CH:18]=[CH:17][CH:16]=[CH:15][CH:14]=1, predict the reactants needed to synthesize it. The reactants are: [CH2:1]1[CH:5]2[CH:6]3[CH:10]=[CH:9][CH:8]([CH:4]2[CH:3]=[CH:2]1)[CH2:7]3.[CH2:11]=[CH:12][C:13]1[CH:18]=[CH:17][CH:16]=[CH:15][CH:14]=1. (4) Given the product [CH3:18][N:19]([CH3:21])[CH:20]=[N:15][S:12]([C:4]1[C:3]([O:2][CH3:1])=[CH:8][CH:7]=[CH:6][C:5]=1[N+:9]([O-:11])=[O:10])(=[O:14])=[O:13], predict the reactants needed to synthesize it. The reactants are: [CH3:1][O:2][C:3]1[CH:8]=[CH:7][CH:6]=[C:5]([N+:9]([O-:11])=[O:10])[C:4]=1[S:12]([NH2:15])(=[O:14])=[O:13].CO[CH:18](OC)[N:19]([CH3:21])[CH3:20]. (5) Given the product [F:8][C:4]1[CH:5]=[CH:6][CH:7]=[C:2]([F:1])[C:3]=1[NH:9][S:10]([C:13]1[CH:21]=[CH:20][CH:19]=[C:15]([C:16]([N:51]2[CH2:50][CH2:49][N:48]3[CH2:52][CH2:53][CH2:54][C@@H:47]3[CH2:46]2)=[O:18])[CH:14]=1)(=[O:12])=[O:11], predict the reactants needed to synthesize it. The reactants are: [F:1][C:2]1[CH:7]=[CH:6][CH:5]=[C:4]([F:8])[C:3]=1[NH:9][S:10]([C:13]1[CH:14]=[C:15]([CH:19]=[CH:20][CH:21]=1)[C:16]([OH:18])=O)(=[O:12])=[O:11].CN(C(ON1N=NC2C=CC=NC1=2)=[N+](C)C)C.F[P-](F)(F)(F)(F)F.[CH2:46]1[NH:51][CH2:50][CH2:49][N:48]2[CH2:52][CH2:53][CH2:54][C@H:47]12.